This data is from Reaction yield outcomes from USPTO patents with 853,638 reactions. The task is: Predict the reaction yield, written as a fraction of the theoretical maximum amount of product (1.0 means a 100% yield; for example, 0.34 means a 34% yield). (1) The reactants are [F:1][C:2]1[CH:10]=[CH:9][C:8]2[C:4](=[CH:5][N:6]([CH3:11])[N:7]=2)[C:3]=1[C:12](OC)=[O:13].[H-].C([Al+]CC(C)C)C(C)C.O. The catalyst is O1CCCC1.CCCCCC. The product is [F:1][C:2]1[CH:10]=[CH:9][C:8]2[C:4](=[CH:5][N:6]([CH3:11])[N:7]=2)[C:3]=1[CH2:12][OH:13]. The yield is 0.930. (2) The reactants are [N:1]1[CH:6]=[CH:5][N:4]=[CH:3][C:2]=1[NH2:7].[C:8]([N:13]=[C:14]=[S:15])(=[O:12])[O:9][CH2:10][CH3:11]. The catalyst is O1CCOCC1. The product is [N:1]1[CH:6]=[CH:5][N:4]=[CH:3][C:2]=1[NH:7][C:14]([NH:13][C:8](=[O:12])[O:9][CH2:10][CH3:11])=[S:15]. The yield is 0.770. (3) The yield is 0.880. The reactants are [OH:1][CH2:2][CH2:3][O:4][CH2:5][CH2:6][OH:7].[CH3:8][C:9]([Si:12](Cl)([CH3:14])[CH3:13])([CH3:11])[CH3:10]. The product is [Si:12]([O:1][CH2:2][CH2:3][O:4][CH2:5][CH2:6][OH:7])([C:9]([CH3:11])([CH3:10])[CH3:8])([CH3:14])[CH3:13]. The catalyst is N1C=CC=CC=1.CN(C)C1C=CN=CC=1.CCOC(C)=O. (4) The reactants are C([Li])CCC.Br[C:7]1[C:12]([CH3:13])=[C:11]([O:14][CH3:15])[C:10]([CH3:16])=[C:9]([CH3:17])[C:8]=1[O:18][CH3:19].[CH2:20]([N:27]1[CH2:32][CH2:31][CH:30]([CH:33]=[O:34])[CH2:29][CH2:28]1)[C:21]1[CH:26]=[CH:25][CH:24]=[CH:23][CH:22]=1.O. The catalyst is O1CCCC1. The product is [CH2:20]([N:27]1[CH2:32][CH2:31][CH:30]([CH:33]([C:7]2[C:12]([CH3:13])=[C:11]([O:14][CH3:15])[C:10]([CH3:16])=[C:9]([CH3:17])[C:8]=2[O:18][CH3:19])[OH:34])[CH2:29][CH2:28]1)[C:21]1[CH:26]=[CH:25][CH:24]=[CH:23][CH:22]=1. The yield is 0.520. (5) The reactants are [CH3:1][C:2]1([CH3:18])[CH2:7][CH2:6][CH2:5][O:4][C@H:3]1[C:8]1[CH:16]=[CH:15][CH:14]=[C:13]2[C:9]=1[CH2:10][CH2:11][C@@H:12]2[OH:17].[CH3:19][O:20][C:21](=[O:33])[CH2:22][C@H:23]1[C:27]2[CH:28]=[CH:29][C:30](O)=[CH:31][C:26]=2[O:25][CH2:24]1. No catalyst specified. The product is [CH3:19][O:20][C:21](=[O:33])[CH2:22][C@H:23]1[C:27]2[CH:28]=[CH:29][C:30]([O:17][C@H:12]3[C:13]4[C:9](=[C:8]([C@H:3]5[C:2]([CH3:18])([CH3:1])[CH2:7][CH2:6][CH2:5][O:4]5)[CH:16]=[CH:15][CH:14]=4)[CH2:10][CH2:11]3)=[CH:31][C:26]=2[O:25][CH2:24]1. The yield is 0.540.